This data is from Reaction yield outcomes from USPTO patents with 853,638 reactions. The task is: Predict the reaction yield, written as a fraction of the theoretical maximum amount of product (1.0 means a 100% yield; for example, 0.34 means a 34% yield). (1) The reactants are [Cl:1][C:2]1[CH:7]=[CH:6][C:5]([O:8][C:9]2[C:14]([F:15])=[CH:13][C:12]([CH2:16][CH2:17][O:18][C:19]3[NH:20][CH:21]=[C:22]([CH2:26][CH3:27])[C:23](=[O:25])[N:24]=3)=[CH:11][C:10]=2[F:28])=[CH:4][C:3]=1[C:29]([F:32])([F:31])[F:30].[CH3:33]CN(C(C)C)C(C)C.CI. The catalyst is C(Cl)Cl. The product is [Cl:1][C:2]1[CH:7]=[CH:6][C:5]([O:8][C:9]2[C:14]([F:15])=[CH:13][C:12]([CH2:16][CH2:17][O:18][C:19]3[N:20]([CH3:33])[CH:21]=[C:22]([CH2:26][CH3:27])[C:23](=[O:25])[N:24]=3)=[CH:11][C:10]=2[F:28])=[CH:4][C:3]=1[C:29]([F:31])([F:32])[F:30]. The yield is 0.144. (2) The reactants are [Na:1].N1(C(C[C@H](CO)OCP(O)(O)=O)=O)C=C(C)C(=O)NC1=O.[N:23]1([C:31]([CH2:33][C@H:34]([CH2:47][OH:48])[O:35][CH2:36][P:37]([O:43]C(C)C)([O:39]C(C)C)=[O:38])=[O:32])[CH:30]=[CH:29][C:27]([NH2:28])=[N:26][C:24]1=[O:25].I[Si](C)(C)C. No catalyst specified. The product is [Na:1].[N:23]1([C:31]([CH2:33][C@H:34]([CH2:47][OH:48])[O:35][CH2:36][P:37]([OH:39])([OH:43])=[O:38])=[O:32])[CH:30]=[CH:29][C:27]([NH2:28])=[N:26][C:24]1=[O:25]. The yield is 0.730. (3) The reactants are [CH3:1][C:2]1([CH3:14])[CH:7]=[CH:6][N:5]([C:8]2[CH:13]=[CH:12][CH:11]=[CH:10][CH:9]=2)[CH2:4][CH2:3]1.C(N(CC)CC)C.[C:22](Cl)(=[O:25])[CH2:23][CH3:24]. The product is [CH3:1][C:2]1([CH3:14])[CH2:3][CH2:4][N:5]([C:8]2[CH:13]=[CH:12][CH:11]=[CH:10][CH:9]=2)[CH:6]=[C:7]1[C:22](=[O:25])[CH2:23][CH3:24]. The yield is 0.330. The catalyst is C(Cl)Cl.O. (4) The reactants are [C:1]([C:5]1[CH:24]=[C:23]([F:25])[CH:22]=[CH:21][C:6]=1[O:7][CH2:8][CH:9]1[CH2:12][N:11]([C:13](=[O:20])[CH2:14][C:15]([O:17]CC)=[O:16])[CH2:10]1)([CH3:4])([CH3:3])[CH3:2].[OH-].[Li+].Cl. The catalyst is C1COCC1. The yield is 0.900. The product is [C:1]([C:5]1[CH:24]=[C:23]([F:25])[CH:22]=[CH:21][C:6]=1[O:7][CH2:8][CH:9]1[CH2:10][N:11]([C:13](=[O:20])[CH2:14][C:15]([OH:17])=[O:16])[CH2:12]1)([CH3:4])([CH3:2])[CH3:3]. (5) The reactants are [F:1][C:2]1[C:11]2[C:6](=[C:7]([N+:12]([O-])=O)[CH:8]=[CH:9][CH:10]=2)[CH:5]=[CH:4][CH:3]=1.[OH-].[Na+]. The catalyst is CCO.[Fe]. The product is [NH2:12][C:7]1[C:6]2[C:11](=[C:2]([F:1])[CH:3]=[CH:4][CH:5]=2)[CH:10]=[CH:9][CH:8]=1. The yield is 0.800. (6) The reactants are [H-].[Al+3].[Li+].[H-].[H-].[H-].[OH:7][CH2:8][C:9]([CH3:28])([CH3:27])[CH2:10][CH2:11][CH2:12][CH2:13][CH:14]([CH2:18][CH2:19][CH2:20][CH2:21][C:22]([CH3:26])([CH3:25])[CH2:23][OH:24])[C:15](O)=[O:16].O.Cl. The catalyst is C1COCC1. The product is [OH:16][CH2:15][CH:14]([CH2:18][CH2:19][CH2:20][CH2:21][C:22]([CH3:26])([CH3:25])[CH2:23][OH:24])[CH2:13][CH2:12][CH2:11][CH2:10][C:9]([CH3:28])([CH3:27])[CH2:8][OH:7]. The yield is 0.860. (7) The reactants are [N+:1]([C:4]1[CH:5]=[CH:6][C:7]2[C:11]3[CH:12]=[CH:13][CH:14]=[CH:15][C:10]=3[S:9](=[O:17])(=[O:16])[C:8]=2[CH:18]=1)([O-])=O.C(O)CC.Cl.[Sn]. The catalyst is O. The product is [NH2:1][C:4]1[CH:5]=[CH:6][C:7]2[C:11]3[CH:12]=[CH:13][CH:14]=[CH:15][C:10]=3[S:9](=[O:17])(=[O:16])[C:8]=2[CH:18]=1. The yield is 0.930.